This data is from Catalyst prediction with 721,799 reactions and 888 catalyst types from USPTO. The task is: Predict which catalyst facilitates the given reaction. (1) Product: [OH:24][CH2:23][C:22]1[C:21]([N:25]2[CH2:36][CH2:35][N:34]3[C:33]4[CH2:32][C:31]([CH3:37])([CH3:38])[CH2:30][C:29]=4[CH:28]=[C:27]3[C:26]2=[O:39])=[N:20][CH:19]=[CH:18][C:17]=1[C:4]1[CH:5]=[C:6]([NH:9][C:10]2[CH:15]=[CH:14][N:13]=[C:12]([CH3:16])[N:11]=2)[C:7](=[O:8])[N:2]([CH3:1])[CH:3]=1. Reactant: [CH3:1][N:2]1[C:7](=[O:8])[C:6]([NH:9][C:10]2[CH:15]=[CH:14][N:13]=[C:12]([CH3:16])[N:11]=2)=[CH:5][C:4]([C:17]2[C:22]([CH:23]=[O:24])=[C:21]([N:25]3[CH2:36][CH2:35][N:34]4[C:27](=[CH:28][C:29]5[CH2:30][C:31]([CH3:38])([CH3:37])[CH2:32][C:33]=54)[C:26]3=[O:39])[N:20]=[CH:19][CH:18]=2)=[CH:3]1.[BH4-].[Na+]. The catalyst class is: 138. (2) Reactant: C1(P(=[CH:20][C:21]([O:23][CH3:24])=[O:22])(C2C=CC=CC=2)C2C=CC=CC=2)C=CC=CC=1.[Br:25][C:26]1[CH:33]=[CH:32][C:29]([CH:30]=O)=[CH:28][C:27]=1[CH3:34]. Product: [Br:25][C:26]1[CH:33]=[CH:32][C:29](/[CH:30]=[CH:20]/[C:21]([O:23][CH3:24])=[O:22])=[CH:28][C:27]=1[CH3:34]. The catalyst class is: 11. (3) Reactant: [C:1]([O:5][C:6]([N:8]1[CH2:13][CH2:12][C:11](=[CH:14][C:15]2[CH:20]=[CH:19][CH:18]=[CH:17][C:16]=2[C:21]([O:23][CH3:24])=[O:22])[CH2:10][CH2:9]1)=[O:7])([CH3:4])([CH3:3])[CH3:2]. Product: [C:1]([O:5][C:6]([N:8]1[CH2:13][CH2:12][CH:11]([CH2:14][C:15]2[CH:20]=[CH:19][CH:18]=[CH:17][C:16]=2[C:21]([O:23][CH3:24])=[O:22])[CH2:10][CH2:9]1)=[O:7])([CH3:3])([CH3:4])[CH3:2]. The catalyst class is: 403. (4) Reactant: [Cl:1][C:2]1[CH:7]=[CH:6][C:5]([S:8]([N:11]2[C:17]3[CH:18]=[CH:19][CH:20]=[CH:21][C:16]=3[CH2:15][CH2:14][CH2:13][CH2:12]2)(=[O:10])=[O:9])=[CH:4][C:3]=1[N:22]1[C:26]2=[N:27][C:28]([C:32]#[N:33])=[CH:29][C:30]([CH3:31])=[C:25]2[NH:24][C:23]1=[O:34].[Cl-].[NH4+].[N-:37]=[N+:38]=[N-:39].[Na+].O. Product: [Cl:1][C:2]1[CH:7]=[CH:6][C:5]([S:8]([N:11]2[C:17]3[CH:18]=[CH:19][CH:20]=[CH:21][C:16]=3[CH2:15][CH2:14][CH2:13][CH2:12]2)(=[O:10])=[O:9])=[CH:4][C:3]=1[N:22]1[C:26]2=[N:27][C:28]([C:32]3[NH:39][N:38]=[N:37][N:33]=3)=[CH:29][C:30]([CH3:31])=[C:25]2[NH:24][C:23]1=[O:34]. The catalyst class is: 42. (5) Reactant: [C:1]([C@@:3]1([CH:35]([CH3:37])[CH3:36])[CH2:7][CH2:6][N:5]([C:8]2[CH:13]=[CH:12][N:11]=[C:10]([NH:14][C:15]3[CH:27]=[CH:26][C:18]([C:19]([O:21]C(C)(C)C)=[O:20])=[C:17]([O:28][CH2:29][C:30]([F:33])([F:32])[F:31])[CH:16]=3)[N:9]=2)[C:4]1=[O:34])#[N:2].[ClH:38]. Product: [ClH:38].[C:1]([C@@:3]1([CH:35]([CH3:37])[CH3:36])[CH2:7][CH2:6][N:5]([C:8]2[CH:13]=[CH:12][N:11]=[C:10]([NH:14][C:15]3[CH:27]=[CH:26][C:18]([C:19]([OH:21])=[O:20])=[C:17]([O:28][CH2:29][C:30]([F:31])([F:33])[F:32])[CH:16]=3)[N:9]=2)[C:4]1=[O:34])#[N:2]. The catalyst class is: 13. (6) Reactant: [CH3:1][C:2]1[O:6][C:5]([CH:7]([CH3:12])[C:8]([O:10][CH3:11])=[O:9])=[N:4][CH:3]=1.C1C(=O)N([Br:20])C(=O)C1.CC(N=NC(C#N)(C)C)(C#N)C.BrC(C1OC=C(CBr)N=1)(C)C(OC)=O. Product: [Br:20][C:7]([C:5]1[O:6][C:2]([CH3:1])=[CH:3][N:4]=1)([CH3:12])[C:8]([O:10][CH3:11])=[O:9]. The catalyst class is: 53.